Dataset: Full USPTO retrosynthesis dataset with 1.9M reactions from patents (1976-2016). Task: Predict the reactants needed to synthesize the given product. Given the product [CH2:43]([O:1][C:2]1[CH:14]=[CH:13][C:12]2[C:11]3[C:6](=[CH:7][CH:8]=[CH:9][CH:10]=3)[C:5](=[O:15])[C:4]=2[CH:3]=1)[CH2:42][CH2:41][CH2:40][CH2:39][CH2:38][CH2:37][CH2:36][CH2:35][CH2:34][CH2:33][CH2:32][CH2:31][CH2:30][CH2:29][CH2:28][CH2:27][CH2:26][CH2:25][CH2:24][CH2:23][CH3:22], predict the reactants needed to synthesize it. The reactants are: [OH:1][C:2]1[CH:14]=[CH:13][C:12]2[C:11]3[C:6](=[CH:7][CH:8]=[CH:9][CH:10]=3)[C:5](=[O:15])[C:4]=2[CH:3]=1.C(=O)([O-])[O-].[K+].[K+].[CH2:22](Br)[CH2:23][CH2:24][CH2:25][CH2:26][CH2:27][CH2:28][CH2:29][CH2:30][CH2:31][CH2:32][CH2:33][CH2:34][CH2:35][CH2:36][CH2:37][CH2:38][CH2:39][CH2:40][CH2:41][CH2:42][CH3:43].Cl.